This data is from Retrosynthesis with 50K atom-mapped reactions and 10 reaction types from USPTO. The task is: Predict the reactants needed to synthesize the given product. (1) Given the product Cc1cccc(-c2sc(C)nc2C(=O)N2C[C@@H]3CC(C)C[C@@H]3[C@H]2CNC(=O)c2cccc3occc23)c1, predict the reactants needed to synthesize it. The reactants are: Cc1cccc(-c2sc(C)nc2C(=O)N2C[C@@H]3CC(C)C[C@@H]3[C@H]2CN)c1.O=C(O)c1cccc2occc12. (2) Given the product O=C(O)c1ccn(Cc2cc(Cl)ccc2OCc2ccccc2)n1, predict the reactants needed to synthesize it. The reactants are: COC(=O)c1ccn(Cc2cc(Cl)ccc2OCc2ccccc2)n1. (3) Given the product COc1cccc(/C=C/c2cc(=O)n3c(C)csc3n2)c1OCC1CC1, predict the reactants needed to synthesize it. The reactants are: COc1cccc(/C=C/c2nc3sccn3c(=O)c2I)c1OCC1CC1.CS(C)=O. (4) Given the product COC(=O)c1cc(OCCOCCNC(=O)Nc2ccc(F)cc2F)ccc1NC(=O)c1ccc(Cl)cc1Cl, predict the reactants needed to synthesize it. The reactants are: COC(=O)c1cc(OCCOCCN)ccc1NC(=O)c1ccc(Cl)cc1Cl.O=C=Nc1ccc(F)cc1F.